From a dataset of Full USPTO retrosynthesis dataset with 1.9M reactions from patents (1976-2016). Predict the reactants needed to synthesize the given product. (1) Given the product [CH:21]([N:20]1[C:16]([C:14]2[N:15]=[C:5]3[C:4]4[CH:3]=[CH:2][N:12]=[CH:11][C:10]=4[O:9][CH2:8][CH2:7][N:6]3[CH:13]=2)=[N:17][CH:18]=[N:19]1)([CH3:23])[CH3:22], predict the reactants needed to synthesize it. The reactants are: Cl[C:2]1[N:12]=[CH:11][C:10]2[O:9][CH2:8][CH2:7][N:6]3[CH:13]=[C:14]([C:16]4[N:20]([CH:21]([CH3:23])[CH3:22])[N:19]=[CH:18][N:17]=4)[N:15]=[C:5]3[C:4]=2[CH:3]=1.C(N(CC)CC)C.O1CCCC1. (2) Given the product [N:7]1[CH:8]=[CH:9][C:10]([C:12]([OH:14])=[O:13])=[CH:11][CH:6]=1, predict the reactants needed to synthesize it. The reactants are: COCCO[C:6]1[CH:11]=[C:10]([C:12]([O:14]C)=[O:13])[CH:9]=[CH:8][N:7]=1.[OH-].[Na+]. (3) The reactants are: [NH2:1][C:2]1[CH:10]=[CH:9][CH:8]=[C:7]([Cl:11])[C:3]=1[C:4]([OH:6])=[O:5].C(#N)C.N1C=CC=CC=1.Cl[C:22](Cl)([O:24]C(=O)OC(Cl)(Cl)Cl)Cl.C(Cl)Cl. Given the product [Cl:11][C:7]1[C:3]2[C:4](=[O:6])[O:5][C:22](=[O:24])[NH:1][C:2]=2[CH:10]=[CH:9][CH:8]=1, predict the reactants needed to synthesize it. (4) Given the product [Cl:1][C:2]1[CH:15]=[CH:14][C:5]([CH2:6][NH:7][C:8](=[O:13])[C:9]([CH3:12])([CH3:11])[CH3:10])=[CH:4][C:3]=1[NH:16][C:17]([NH:19][C:20]1[CH:38]=[C:24]([C:25](=[O:26])[NH:27][C@H:28]2[CH2:33][CH2:32][C@H:31]([C:34]([F:37])([F:35])[F:36])[CH2:30][CH2:29]2)[C:23]([O:39][CH2:40][CH:41]([F:42])[F:43])=[N:22][C:21]=1[NH:44][CH3:45])=[S:18], predict the reactants needed to synthesize it. The reactants are: [Cl:1][C:2]1[CH:15]=[CH:14][C:5]([CH2:6][NH:7][C:8](=[O:13])[C:9]([CH3:12])([CH3:11])[CH3:10])=[CH:4][C:3]=1[N:16]=[C:17]=[S:18].[NH2:19][C:20]1[C:21]([NH:44][CH3:45])=[N:22][C:23]([O:39][CH2:40][CH:41]([F:43])[F:42])=[C:24]([CH:38]=1)[C:25]([NH:27][C@H:28]1[CH2:33][CH2:32][C@H:31]([C:34]([F:37])([F:36])[F:35])[CH2:30][CH2:29]1)=[O:26]. (5) The reactants are: [CH2:1]([OH:21])[CH2:2][CH:3]([CH2:5][CH2:6][CH2:7][CH:8]([CH2:10][CH2:11][CH2:12][CH:13]([CH2:15][CH2:16][CH2:17][CH:18]([CH3:20])[CH3:19])[CH3:14])[CH3:9])[CH3:4].C(N(CC)CC)C.[S:29](Cl)([CH3:32])(=[O:31])=[O:30]. Given the product [S:29]([O:21][CH2:1][CH2:2][CH:3]([CH2:5][CH2:6][CH2:7][CH:8]([CH2:10][CH2:11][CH2:12][CH:13]([CH2:15][CH2:16][CH2:17][CH:18]([CH3:20])[CH3:19])[CH3:14])[CH3:9])[CH3:4])(=[O:31])(=[O:30])[CH3:32], predict the reactants needed to synthesize it. (6) Given the product [CH3:16][C@@H:15]1[C@H:14]([C:17]2[CH:22]=[CH:21][CH:20]=[CH:19][CH:18]=2)[O:13][C:12](=[O:23])[N:11]1[CH2:10][C:9]([OH:24])=[O:8], predict the reactants needed to synthesize it. The reactants are: C([O:8][C:9](=[O:24])[CH2:10][N:11]1[C@H:15]([CH3:16])[C@H:14]([C:17]2[CH:22]=[CH:21][CH:20]=[CH:19][CH:18]=2)[O:13][C:12]1=[O:23])C1C=CC=CC=1. (7) Given the product [Br:1][C:2]1[CH:3]=[C:4]2[C:8](=[CH:9][CH:10]=1)[C@@H:7]([N:11]1[CH2:16][CH2:15][N:14]([C:17]3([CH3:30])[CH2:18][CH2:19][N:20]([C:23]([O:25][C:26]([CH3:27])([CH3:29])[CH3:28])=[O:24])[CH2:21][CH2:22]3)[CH2:13][C@@H:12]1[CH3:31])[C@H:6]([O:32][CH2:36][CH3:37])[CH2:5]2, predict the reactants needed to synthesize it. The reactants are: [Br:1][C:2]1[CH:3]=[C:4]2[C:8](=[CH:9][CH:10]=1)[C@@H:7]([N:11]1[CH2:16][CH2:15][N:14]([C:17]3([CH3:30])[CH2:22][CH2:21][N:20]([C:23]([O:25][C:26]([CH3:29])([CH3:28])[CH3:27])=[O:24])[CH2:19][CH2:18]3)[CH2:13][C@@H:12]1[CH3:31])[C@H:6]([OH:32])[CH2:5]2.[H-].[Na+].I[CH2:36][CH3:37]. (8) Given the product [C:26]([CH2:2][C:3]1[CH:4]=[CH:5][C:6]([O:24][CH3:25])=[C:7]([O:9][CH2:10][CH:11]2[CH2:12][CH2:13][N:14]([C:17]([O:19][C:20]([CH3:22])([CH3:23])[CH3:21])=[O:18])[CH2:15][CH2:16]2)[CH:8]=1)#[N:28], predict the reactants needed to synthesize it. The reactants are: O[CH2:2][C:3]1[CH:4]=[CH:5][C:6]([O:24][CH3:25])=[C:7]([O:9][CH2:10][CH:11]2[CH2:16][CH2:15][N:14]([C:17]([O:19][C:20]([CH3:23])([CH3:22])[CH3:21])=[O:18])[CH2:13][CH2:12]2)[CH:8]=1.[CH2:26]([N:28](CC)CC)C.CS(Cl)(=O)=O.[C-]#N.[K+].